From a dataset of Experimental lipophilicity measurements (octanol/water distribution) for 4,200 compounds from AstraZeneca. Regression/Classification. Given a drug SMILES string, predict its absorption, distribution, metabolism, or excretion properties. Task type varies by dataset: regression for continuous measurements (e.g., permeability, clearance, half-life) or binary classification for categorical outcomes (e.g., BBB penetration, CYP inhibition). For this dataset (lipophilicity_astrazeneca), we predict Y. (1) The compound is CC(C)C(NC(=O)Cn1c(-c2ccccc2)ccc(NS(N)(=O)=O)c1=O)C(=O)C(F)(F)F. The Y is 1.17 logD. (2) The molecule is N#Cc1ccc2ccc(=O)n(CCN3CC[C@H](NCc4cc5c(cn4)OCCO5)[C@H](O)C3)c2c1. The Y is 0.460 logD. (3) The drug is Nc1ncnc2c1ncn2[C@@H]1O[C@H](CSCCCNC(=O)Nc2ccccc2)[C@@H](O)[C@H]1O. The Y is 1.90 logD. (4) The drug is CC(C)(C)C(=O)Nc1ccc2c(c1)C(=O)C(=O)c1ccccc1-2. The Y is 2.83 logD. (5) The molecule is CCNc1nc(C#N)nc(Nc2ccccc2)n1. The Y is 3.11 logD. (6) The compound is COc1ccc(-c2csc(N(CCCN3CCOCC3)C(=O)c3ccco3)n2)cc1. The Y is 3.34 logD.